Dataset: Forward reaction prediction with 1.9M reactions from USPTO patents (1976-2016). Task: Predict the product of the given reaction. The product is: [Cl:33][C:29]1[CH:28]=[C:27]([C:25]2[O:24][N:23]=[C:22]([CH:17]3[CH2:18][O:19][CH2:20][CH2:21][N:16]3[C:13]3[N:14]([CH3:15])[C:1]([C:2]4[CH:7]=[CH:6][N:5]=[CH:4][CH:3]=4)=[N:9][N:10]=3)[CH:26]=2)[CH:32]=[CH:31][CH:30]=1. Given the reactants [C:1]([NH:9][NH2:10])(=O)[C:2]1[CH:7]=[CH:6][N:5]=[CH:4][CH:3]=1.CS[C:13]([N:16]1[CH2:21][CH2:20][O:19][CH2:18][CH:17]1[C:22]1[CH:26]=[C:25]([C:27]2[CH:32]=[CH:31][CH:30]=[C:29]([Cl:33])[CH:28]=2)[O:24][N:23]=1)=[N:14][CH3:15], predict the reaction product.